Dataset: Peptide-MHC class II binding affinity with 134,281 pairs from IEDB. Task: Regression. Given a peptide amino acid sequence and an MHC pseudo amino acid sequence, predict their binding affinity value. This is MHC class II binding data. (1) The binding affinity (normalized) is 0.785. The MHC is DRB1_1101 with pseudo-sequence DRB1_1101. The peptide sequence is DSTVIRNLKNAGLIV. (2) The peptide sequence is RSSNFQCQKLLWQLN. The MHC is DRB1_1302 with pseudo-sequence DRB1_1302. The binding affinity (normalized) is 0.194. (3) The peptide sequence is ELYYAIHKASTVLAF. The MHC is HLA-DQA10102-DQB10602 with pseudo-sequence HLA-DQA10102-DQB10602. The binding affinity (normalized) is 0.479. (4) The peptide sequence is YKKLRTSSFALNLPT. The MHC is DRB1_1302 with pseudo-sequence DRB1_1302. The binding affinity (normalized) is 1.00. (5) The binding affinity (normalized) is 0.319. The MHC is DRB4_0101 with pseudo-sequence DRB4_0103. The peptide sequence is APTGMFVAAAKYMVI.